This data is from CYP3A4 inhibition data for predicting drug metabolism from PubChem BioAssay. The task is: Regression/Classification. Given a drug SMILES string, predict its absorption, distribution, metabolism, or excretion properties. Task type varies by dataset: regression for continuous measurements (e.g., permeability, clearance, half-life) or binary classification for categorical outcomes (e.g., BBB penetration, CYP inhibition). Dataset: cyp3a4_veith. The compound is Fc1ccc(Nc2ncncc2-c2ccccc2C(F)(F)F)cc1. The result is 1 (inhibitor).